Dataset: Forward reaction prediction with 1.9M reactions from USPTO patents (1976-2016). Task: Predict the product of the given reaction. Given the reactants O.[OH:2][CH:3]([C:7]1[CH:12]=[CH:11][C:10]([OH:13])=[CH:9][CH:8]=1)[C:4]([OH:6])=[O:5].C([O-])([O-])=O.[K+].[K+].[Cl:20][C:21]1[CH:22]=[C:23]([CH:26]=[CH:27][C:28]=1[Cl:29])[CH2:24]Br.O, predict the reaction product. The product is: [Cl:20][C:21]1[CH:22]=[C:23]([CH:26]=[CH:27][C:28]=1[Cl:29])[CH2:24][O:5][C:4](=[O:6])[CH:3]([C:7]1[CH:12]=[CH:11][C:10]([O:13][CH2:24][C:23]2[CH:26]=[CH:27][C:28]([Cl:29])=[C:21]([Cl:20])[CH:22]=2)=[CH:9][CH:8]=1)[OH:2].